This data is from Full USPTO retrosynthesis dataset with 1.9M reactions from patents (1976-2016). The task is: Predict the reactants needed to synthesize the given product. Given the product [Cl:19][C:20]1[C:21]([O:18][C:15]2[CH:16]=[C:17]3[C:12](=[CH:13][CH:14]=2)[N:11]=[CH:10][N:9]=[C:8]3[NH:7][C:4]2[CH:5]=[CH:6][N:2]([CH3:1])[N:3]=2)=[N:22][CH:23]=[C:24]([CH:35]=1)[C:25]([N:27]([CH2:29][CH2:30][CH2:31][N:32]([CH3:34])[CH3:33])[CH3:28])=[O:26], predict the reactants needed to synthesize it. The reactants are: [CH3:1][N:2]1[CH:6]=[CH:5][C:4]([NH:7][C:8]2[C:17]3[C:12](=[CH:13][CH:14]=[C:15]([OH:18])[CH:16]=3)[N:11]=[CH:10][N:9]=2)=[N:3]1.[Cl:19][C:20]1[C:21](Cl)=[N:22][CH:23]=[C:24]([CH:35]=1)[C:25]([N:27]([CH2:29][CH2:30][CH2:31][N:32]([CH3:34])[CH3:33])[CH3:28])=[O:26].